Task: Regression. Given a peptide amino acid sequence and an MHC pseudo amino acid sequence, predict their binding affinity value. This is MHC class I binding data.. Dataset: Peptide-MHC class I binding affinity with 185,985 pairs from IEDB/IMGT (1) The peptide sequence is TLNTLITLIL. The MHC is HLA-A02:01 with pseudo-sequence HLA-A02:01. The binding affinity (normalized) is 0.648. (2) The binding affinity (normalized) is 0.370. The MHC is Mamu-B17 with pseudo-sequence Mamu-B17. The peptide sequence is NAVCETDKW. (3) The peptide sequence is RFLYIIKLVF. The MHC is HLA-A01:01 with pseudo-sequence HLA-A01:01. The binding affinity (normalized) is 0.357. (4) The binding affinity (normalized) is 0. The MHC is HLA-B44:03 with pseudo-sequence HLA-B44:03. The peptide sequence is SLLNATDIAV. (5) The peptide sequence is DIRDKYMEL. The MHC is HLA-A02:01 with pseudo-sequence HLA-A02:01. The binding affinity (normalized) is 0.146. (6) The peptide sequence is MSYAMCLNTF. The MHC is HLA-B15:01 with pseudo-sequence HLA-B15:01. The binding affinity (normalized) is 0.687. (7) The peptide sequence is FYLFTFTIY. The MHC is HLA-B18:01 with pseudo-sequence HLA-B18:01. The binding affinity (normalized) is 0.236. (8) The peptide sequence is ATIWQLLAF. The MHC is HLA-B07:02 with pseudo-sequence HLA-B07:02. The binding affinity (normalized) is 0.213.